This data is from Reaction yield outcomes from USPTO patents with 853,638 reactions. The task is: Predict the reaction yield, written as a fraction of the theoretical maximum amount of product (1.0 means a 100% yield; for example, 0.34 means a 34% yield). (1) The reactants are [CH3:1][O:2][CH2:3][CH2:4][N:5]([S:20]([C:23]1[S:24][CH:25]=[CH:26][CH:27]=1)(=[O:22])=[O:21])[C:6]1[CH:7]=[CH:8][CH:9]=[C:10]2[C:14]=1[NH:13][C:12]([C:15]([O:17]CC)=[O:16])=[CH:11]2.[OH-].[Na+].O1CCCC1. The catalyst is CO. The product is [CH3:1][O:2][CH2:3][CH2:4][N:5]([S:20]([C:23]1[S:24][CH:25]=[CH:26][CH:27]=1)(=[O:21])=[O:22])[C:6]1[CH:7]=[CH:8][CH:9]=[C:10]2[C:14]=1[NH:13][C:12]([C:15]([OH:17])=[O:16])=[CH:11]2. The yield is 0.920. (2) The reactants are [H-].[Na+].[O:3]1[CH2:8][CH2:7][NH:6][C:5]2[CH:9]=[CH:10][CH:11]=[CH:12][C:4]1=2.I[CH3:14]. The catalyst is O1CCCC1. The product is [CH3:14][N:6]1[CH2:7][CH2:8][O:3][C:4]2[CH:12]=[CH:11][CH:10]=[CH:9][C:5]1=2. The yield is 0.500. (3) The reactants are [C:1]1([C:7]2[N:11]([CH2:12][C:13]3[CH:18]=[CH:17][C:16]([C:19]([F:22])([F:21])[F:20])=[CH:15][CH:14]=3)[C:10]([C:23]3[CH:24]=[C:25]4[C:30](=[CH:31][CH:32]=3)[CH:29]=[C:28]([OH:33])[CH:27]=[CH:26]4)=[CH:9][CH:8]=2)[CH:6]=[CH:5][CH:4]=[CH:3][CH:2]=1.Br[CH2:35][C:36]([O:38][CH3:39])=[O:37].C(=O)([O-])[O-].[Cs+].[Cs+]. No catalyst specified. The product is [C:1]1([C:7]2[N:11]([CH2:12][C:13]3[CH:14]=[CH:15][C:16]([C:19]([F:22])([F:21])[F:20])=[CH:17][CH:18]=3)[C:10]([C:23]3[CH:24]=[C:25]4[C:30](=[CH:31][CH:32]=3)[CH:29]=[C:28]([O:33][CH2:35][C:36]([O:38][CH3:39])=[O:37])[CH:27]=[CH:26]4)=[CH:9][CH:8]=2)[CH:2]=[CH:3][CH:4]=[CH:5][CH:6]=1. The yield is 0.930. (4) The reactants are [CH:1]1([N:4]2[C:8]([C:9]([F:12])([F:11])[F:10])=[C:7]([CH2:13]O)[CH:6]=[N:5]2)[CH2:3][CH2:2]1.S(Cl)(Cl)=O.O.[C-:20]#[N:21].[K+]. The catalyst is C(Cl)Cl.O1CCOCC1.[Br-].C([N+](CCCC)(CCCC)CCCC)CCC.CCOC(C)=O. The product is [CH:1]1([N:4]2[C:8]([C:9]([F:12])([F:11])[F:10])=[C:7]([CH2:13][C:20]#[N:21])[CH:6]=[N:5]2)[CH2:3][CH2:2]1. The yield is 0.560.